Dataset: Full USPTO retrosynthesis dataset with 1.9M reactions from patents (1976-2016). Task: Predict the reactants needed to synthesize the given product. (1) Given the product [C:21]([O:24][CH2:25][C:26]1[C:27]([N:41]2[CH2:53][CH2:52][N:44]3[C:45]4[CH2:46][CH2:47][CH2:48][CH2:49][C:50]=4[CH:51]=[C:43]3[C:42]2=[O:54])=[N:28][CH:29]=[CH:30][C:31]=1[C:2]1[CH:3]=[C:4]([NH:10][C:11]2[CH:16]=[CH:15][C:14]([S:17]([CH3:20])(=[O:19])=[O:18])=[CH:13][N:12]=2)[C:5](=[O:9])[N:6]([CH3:8])[CH:7]=1)(=[O:23])[CH3:22], predict the reactants needed to synthesize it. The reactants are: Br[C:2]1[CH:3]=[C:4]([NH:10][C:11]2[CH:16]=[CH:15][C:14]([S:17]([CH3:20])(=[O:19])=[O:18])=[CH:13][N:12]=2)[C:5](=[O:9])[N:6]([CH3:8])[CH:7]=1.[C:21]([O:24][CH2:25][C:26]1[C:27]([N:41]2[CH2:53][CH2:52][N:44]3[C:45]4[CH2:46][CH2:47][CH2:48][CH2:49][C:50]=4[CH:51]=[C:43]3[C:42]2=[O:54])=[N:28][CH:29]=[CH:30][C:31]=1B1OC(C)(C)C(C)(C)O1)(=[O:23])[CH3:22].[O-]P([O-])([O-])=O.[K+].[K+].[K+].CC([O-])=O.[Na+]. (2) Given the product [Br:16][C:8]1[S:9][CH:10]=[CH:11][C:7]=1[C:6]1[S:5][C:4]([NH:12][C:13](=[O:15])[CH3:14])=[N:3][C:2]=1[CH3:1], predict the reactants needed to synthesize it. The reactants are: [CH3:1][C:2]1[N:3]=[C:4]([NH:12][C:13](=[O:15])[CH3:14])[S:5][C:6]=1[C:7]1[CH:11]=[CH:10][S:9][CH:8]=1.[Br:16]N1C(=O)CCC1=O. (3) Given the product [CH:23]([C:9]1[O:10][C:11]2[C:20]([C:21](=[O:22])[C:8]=1[C:5]1[CH:6]=[CH:7][C:2]([C:26]#[N:27])=[CH:3][CH:4]=1)=[CH:19][CH:18]=[C:17]1[C:12]=2[O:13][CH2:14][CH2:15][NH:16]1)([CH3:25])[CH3:24], predict the reactants needed to synthesize it. The reactants are: Cl[C:2]1[CH:7]=[CH:6][C:5]([C:8]2[C:21](=[O:22])[C:20]3[C:11](=[C:12]4[C:17](=[CH:18][CH:19]=3)[NH:16][CH2:15][CH2:14][O:13]4)[O:10][C:9]=2[CH:23]([CH3:25])[CH3:24])=[CH:4][CH:3]=1.[CH3:26][N:27](C)C=O. (4) Given the product [C:1]([O:5][C:6]([N:8]1[CH2:13][CH2:12][N:11]([C:14]2[CH:19]=[N:18][CH:17]=[C:16]([O:26][CH2:25][C:24]3[CH:27]=[CH:28][CH:29]=[C:22]([Cl:21])[CH:23]=3)[N:15]=2)[CH2:10][CH2:9]1)=[O:7])([CH3:4])([CH3:3])[CH3:2], predict the reactants needed to synthesize it. The reactants are: [C:1]([O:5][C:6]([N:8]1[CH2:13][CH2:12][N:11]([C:14]2[CH:19]=[N:18][CH:17]=[C:16](Cl)[N:15]=2)[CH2:10][CH2:9]1)=[O:7])([CH3:4])([CH3:3])[CH3:2].[Cl:21][C:22]1[CH:23]=[C:24]([CH:27]=[CH:28][CH:29]=1)[CH2:25][OH:26].[OH-].[K+]. (5) Given the product [F:30][C:31]1[CH:32]=[C:33]([CH:34]2[N:27]([C:26]3[CH:28]=[CH:29][C:23]([C:20]4[CH:21]=[CH:22][O:18][N:19]=4)=[CH:24][CH:25]=3)[C:11](=[O:13])[C:10]([OH:15])=[C:9]2[C:7](=[O:8])[C:6]2[CH:5]=[CH:4][C:3]([O:2][CH3:1])=[CH:17][CH:16]=2)[CH:36]=[CH:37][CH:38]=1, predict the reactants needed to synthesize it. The reactants are: [CH3:1][O:2][C:3]1[CH:17]=[CH:16][C:6]([C:7]([CH2:9][C:10](=[O:15])[C:11]([O:13]C)=O)=[O:8])=[CH:5][CH:4]=1.[O:18]1[CH:22]=[CH:21][C:20]([C:23]2[CH:29]=[CH:28][C:26]([NH2:27])=[CH:25][CH:24]=2)=[N:19]1.[F:30][C:31]1[CH:32]=[C:33]([CH:36]=[CH:37][CH:38]=1)[CH:34]=O.C(OCC)C. (6) Given the product [S:8]1[CH:9]=[CH:10][C:6]2[CH:5]=[CH:4][CH:3]=[C:2]([C:16]3[CH:15]=[CH:14][N:13]=[C:12]([Cl:11])[CH:17]=3)[C:7]1=2, predict the reactants needed to synthesize it. The reactants are: Br[C:2]1[C:7]2[S:8][CH:9]=[CH:10][C:6]=2[CH:5]=[CH:4][CH:3]=1.[Cl:11][C:12]1[CH:17]=[C:16](B2OC(C)(C)C(C)(C)O2)[CH:15]=[CH:14][N:13]=1.C(=O)([O-])[O-].[Na+].[Na+].C1COCC1. (7) Given the product [CH2:24]([C:23]1[CH:22]=[C:21]([CH3:26])[NH:20][C:19](=[O:27])[C:18]=1[CH2:17][NH:16][C:14]([C:4]1[C:5]2[CH:10]=[N:9][N:8]([CH:11]([CH3:13])[CH3:12])[C:6]=2[N:7]=[C:2]([C:33]2[CH2:32][C:31]([CH3:45])([CH3:44])[NH:30][C:29]([CH3:46])([CH3:28])[CH:34]=2)[CH:3]=1)=[O:15])[CH3:25], predict the reactants needed to synthesize it. The reactants are: Br[C:2]1[CH:3]=[C:4]([C:14]([NH:16][CH2:17][C:18]2[C:19](=[O:27])[NH:20][C:21]([CH3:26])=[CH:22][C:23]=2[CH2:24][CH3:25])=[O:15])[C:5]2[CH:10]=[N:9][N:8]([CH:11]([CH3:13])[CH3:12])[C:6]=2[N:7]=1.[CH3:28][C:29]1([CH3:46])[CH2:34][C:33](B2OC(C)(C)C(C)(C)O2)=[CH:32][C:31]([CH3:45])([CH3:44])[NH:30]1.O1CCOCC1.O.C([O-])([O-])=O.[Na+].[Na+]. (8) Given the product [CH2:8]([O:15][C:16]1[CH:17]=[C:18]([CH2:31][CH:32]=[O:33])[CH:19]=[CH:20][C:21]=1[CH2:22][C:23]1[CH:24]=[CH:25][C:26]([O:2][CH3:3])=[CH:27][CH:28]=1)[C:9]1[CH:14]=[CH:13][CH:12]=[CH:11][CH:10]=1, predict the reactants needed to synthesize it. The reactants are: Cl.[O:2]1CCOC[CH2:3]1.[CH2:8]([O:15][C:16]1[CH:17]=[C:18]([CH2:31][CH2:32][OH:33])[CH:19]=[CH:20][C:21]=1[CH2:22][C:23]1[CH:28]=[CH:27][C:26](CC)=[CH:25][CH:24]=1)[C:9]1[CH:14]=[CH:13][CH:12]=[CH:11][CH:10]=1. (9) The reactants are: [O:1]=[C:2]1[C:6]([C:13]2[CH:18]=[CH:17][CH:16]=[CH:15][CH:14]=2)([C:7]2[CH:12]=[CH:11][CH:10]=[CH:9][CH:8]=2)[CH2:5][CH2:4][N:3]1[CH2:19][CH2:20][CH2:21][C:22](O)=[O:23].Br.[F:26][C:27]([F:38])([F:37])[C:28]1[CH:29]=[C:30]2[C:34](=[CH:35][CH:36]=1)[CH2:33][NH:32][CH2:31]2.C(N=C=NCCCN(C)C)C. Given the product [O:23]=[C:22]([N:32]1[CH2:31][C:30]2[C:34](=[CH:35][CH:36]=[C:28]([C:27]([F:26])([F:37])[F:38])[CH:29]=2)[CH2:33]1)[CH2:21][CH2:20][CH2:19][N:3]1[CH2:4][CH2:5][C:6]([C:13]2[CH:18]=[CH:17][CH:16]=[CH:15][CH:14]=2)([C:7]2[CH:8]=[CH:9][CH:10]=[CH:11][CH:12]=2)[C:2]1=[O:1], predict the reactants needed to synthesize it.